This data is from Forward reaction prediction with 1.9M reactions from USPTO patents (1976-2016). The task is: Predict the product of the given reaction. Given the reactants [Cl:1][C:2]1[C:10]2[O:9][CH:8](/[CH:11]=[CH:12]/[C:13](O)=[O:14])[CH2:7][C:6]=2[CH:5]=[C:4]([C:16]2[CH:21]=[CH:20][CH:19]=[C:18]([S:22]([N:25]3[CH2:30][CH2:29][O:28][CH2:27][CH2:26]3)(=[O:24])=[O:23])[CH:17]=2)[CH:3]=1.[NH2:31][CH2:32][C:33]1[CH:34]=[CH:35][C:36]([NH:39][C:40](=[O:46])[O:41][C:42]([CH3:45])([CH3:44])[CH3:43])=[N:37][CH:38]=1.CCN=C=NCCCN(C)C.C1C=CC2N(O)N=NC=2C=1.CCN(C(C)C)C(C)C, predict the reaction product. The product is: [Cl:1][C:2]1[C:10]2[O:9][CH:8](/[CH:11]=[CH:12]/[C:13]([NH:31][CH2:32][C:33]3[CH:34]=[CH:35][C:36]([NH:39][C:40](=[O:46])[O:41][C:42]([CH3:43])([CH3:45])[CH3:44])=[N:37][CH:38]=3)=[O:14])[CH2:7][C:6]=2[CH:5]=[C:4]([C:16]2[CH:21]=[CH:20][CH:19]=[C:18]([S:22]([N:25]3[CH2:30][CH2:29][O:28][CH2:27][CH2:26]3)(=[O:24])=[O:23])[CH:17]=2)[CH:3]=1.